From a dataset of HIV replication inhibition screening data with 41,000+ compounds from the AIDS Antiviral Screen. Binary Classification. Given a drug SMILES string, predict its activity (active/inactive) in a high-throughput screening assay against a specified biological target. (1) The compound is CCc1cccc(C(=O)NCCN(C)C)c1[N+](=O)[O-].Cl. The result is 0 (inactive). (2) The drug is Cc1ccc(NC(=O)CC2C(=O)Nc3ccccc3S2=O)c(C)c1. The result is 0 (inactive).